This data is from Forward reaction prediction with 1.9M reactions from USPTO patents (1976-2016). The task is: Predict the product of the given reaction. (1) Given the reactants Cl.CC1(C)[O:7][C@H:6]([CH2:8][N:9]2[C:17]([C:18]3[CH:23]=[CH:22][CH:21]=[C:20]([F:24])[CH:19]=3)=[C:16]3[C:11]([N:12]([CH3:28])[C:13](=[O:27])[N:14]([CH3:26])[C:15]3=[O:25])=[CH:10]2)[CH2:5][O:4]1.O, predict the reaction product. The product is: [OH:7][C@@H:6]([CH2:5][OH:4])[CH2:8][N:9]1[C:17]([C:18]2[CH:23]=[CH:22][CH:21]=[C:20]([F:24])[CH:19]=2)=[C:16]2[C:11]([N:12]([CH3:28])[C:13](=[O:27])[N:14]([CH3:26])[C:15]2=[O:25])=[CH:10]1. (2) Given the reactants Cl.[NH2:2][CH2:3][CH2:4][CH2:5][NH:6][C:7]([C:9]1[CH:13]=[C:12]([C:14]2[CH:19]=[CH:18][CH:17]=[CH:16][CH:15]=2)[O:11][N:10]=1)=[O:8].O=C1CCC(=O)N1[CH:27]([CH2:31][CH2:32][CH2:33][C@H:34]1[C@@H:41]2[C@@H:37]([NH:38][C:39](=[O:42])[NH:40]2)[CH2:36][S:35]1)[C:28]([O-])=[O:29].CCN(C(C)C)C(C)C, predict the reaction product. The product is: [O:42]=[C:39]1[NH:38][C@H:37]2[CH2:36][S:35][C@@H:34]([CH2:33][CH2:32][CH2:31][CH2:27][C:28]([NH:2][CH2:3][CH2:4][CH2:5][NH:6][C:7]([C:9]3[CH:13]=[C:12]([C:14]4[CH:19]=[CH:18][CH:17]=[CH:16][CH:15]=4)[O:11][N:10]=3)=[O:8])=[O:29])[C@H:41]2[NH:40]1. (3) The product is: [Cl:18][C:19]1[CH:20]=[CH:21][C:22]([C@@H:25]2[C@@:27]3([C:35]4[C:30](=[CH:31][CH:32]=[CH:33][CH:34]=4)[N:29]([C:8]4[CH:9]=[C:10]([CH:14]=[C:15]([N:1]5[CH2:5][CH2:4][CH2:3][C:2]5=[O:6])[CH:16]=4)[C:11]([OH:13])=[O:12])[C:28]3=[O:36])[CH2:26]2)=[CH:23][CH:24]=1. Given the reactants [NH:1]1[CH2:5][CH2:4][CH2:3][C:2]1=[O:6].Br[C:8]1[CH:9]=[C:10]([CH:14]=[C:15](I)[CH:16]=1)[C:11]([OH:13])=[O:12].[Cl:18][C:19]1[CH:24]=[CH:23][C:22]([C@H:25]2[C@:27]3([C:35]4[C:30](=[CH:31][CH:32]=[CH:33][CH:34]=4)[NH:29][C:28]3=[O:36])[CH2:26]2)=[CH:21][CH:20]=1, predict the reaction product. (4) Given the reactants [F:1][C:2]1[CH:18]=[C:17]([N+:19]([O-:21])=[O:20])[CH:16]=[CH:15][C:3]=1[O:4][C:5]1[CH:10]=[CH:9][C:8]([NH:11]C(=O)C)=[CH:7][CH:6]=1.[ClH:22], predict the reaction product. The product is: [ClH:22].[F:1][C:2]1[CH:18]=[C:17]([N+:19]([O-:21])=[O:20])[CH:16]=[CH:15][C:3]=1[O:4][C:5]1[CH:10]=[CH:9][C:8]([NH2:11])=[CH:7][CH:6]=1. (5) Given the reactants CC(C)[C@@H](N1CC2C(=CC(C3C=CC(NC(NC4C=CC=C(C(F)(F)F)C=4)=O)=CC=3)=CC=2)C1=O)C(O)=O.[CH3:38][C:39]([N:45]1[CH2:53][C:52]2[C:47](=[CH:48][C:49]([C:54]3[CH:59]=[CH:58][C:57]([NH:60][C:61]([NH:63][C:64]4[CH:69]=[CH:68][CH:67]=[C:66]([C:70]([F:73])([F:72])[F:71])[CH:65]=4)=[O:62])=[CH:56][CH:55]=3)=[CH:50][CH:51]=2)[C:46]1=[O:74])([CH3:44])[C:40]([O:42]C)=[O:41], predict the reaction product. The product is: [CH3:44][C:39]([N:45]1[CH2:53][C:52]2[C:47](=[CH:48][C:49]([C:54]3[CH:59]=[CH:58][C:57]([NH:60][C:61]([NH:63][C:64]4[CH:69]=[CH:68][CH:67]=[C:66]([C:70]([F:72])([F:73])[F:71])[CH:65]=4)=[O:62])=[CH:56][CH:55]=3)=[CH:50][CH:51]=2)[C:46]1=[O:74])([CH3:38])[C:40]([OH:42])=[O:41]. (6) Given the reactants [Br:1]Br.CO[C:5]1[CH:6]=[C:7]([C:15](=[O:17])[CH3:16])[CH:8]=[C:9](OC)[C:10]=1OC.C1(C2SC=C(C(C3C=C(OC)C(OC)=C(OC)C=3)=O)N=2)C=CC=CC=1.O, predict the reaction product. The product is: [Br:1][CH2:16][C:15]([C:7]1[CH:8]=[CH:9][CH:10]=[CH:5][CH:6]=1)=[O:17]. (7) Given the reactants C1(P(C2C=CC=CC=2)C2C=CC=CC=2)C=CC=CC=1.CCO[C:23](/[N:25]=N/C(OCC)=O)=O.[C:32]1([CH:38]([C:40]2[CH:41]=[N:42][CH:43]=[CH:44][CH:45]=2)O)[CH:37]=[CH:36][CH:35]=[CH:34][CH:33]=1.CC(C)(O)C#N, predict the reaction product. The product is: [C:32]1([CH:38]([C:40]2[CH:41]=[N:42][CH:43]=[CH:44][CH:45]=2)[C:23]#[N:25])[CH:37]=[CH:36][CH:35]=[CH:34][CH:33]=1. (8) Given the reactants [F:1][C:2]1[CH:3]=[C:4]2[C:8](=[CH:9][CH:10]=1)[CH:7]([NH:11][C:12]1[O:13][CH2:14][C:15]3[CH:21]=[C:20]([NH2:22])[CH:19]=[CH:18][C:16]=3[N:17]=1)[CH2:6][CH2:5]2.[Cl:23][CH2:24][C:25](Cl)=[O:26], predict the reaction product. The product is: [Cl:23][CH2:24][C:25]([NH:22][C:20]1[CH:19]=[CH:18][C:16]2[N:17]=[C:12]([NH:11][CH:7]3[C:8]4[C:4](=[CH:3][C:2]([F:1])=[CH:10][CH:9]=4)[CH2:5][CH2:6]3)[O:13][CH2:14][C:15]=2[CH:21]=1)=[O:26].